From a dataset of Forward reaction prediction with 1.9M reactions from USPTO patents (1976-2016). Predict the product of the given reaction. (1) Given the reactants [Cl:1]([O-:3])=[O:2].[Na+:4].[P:5]([O-:9])([OH:8])([OH:7])=[O:6].[Na+].[Cl:11][C:12]1[CH:20]=[C:19]2[C:15]([C:16]([CH:21]=[O:22])=[CH:17][NH:18]2)=[CH:14][C:13]=1[C:23]1[CH:28]=[N:27][C:26]([C:29]2[CH:34]=[CH:33][CH:32]=[CH:31][CH:30]=2)=[CH:25][N:24]=1.CC(=CC)C.S([O-])([O-])=[O:41].[Na+].[Na+], predict the reaction product. The product is: [Cl:1]([O-:3])=[O:2].[Na+:4].[P:5]([O-:9])([OH:8])([OH:7])=[O:6].[Na+:4].[Cl:11][C:12]1[CH:20]=[C:19]2[C:15]([C:16]([C:21]([OH:41])=[O:22])=[CH:17][NH:18]2)=[CH:14][C:13]=1[C:23]1[CH:28]=[N:27][C:26]([C:29]2[CH:30]=[CH:31][CH:32]=[CH:33][CH:34]=2)=[CH:25][N:24]=1. (2) Given the reactants [CH3:1][O:2][C:3](=[O:24])[C:4]1[CH:9]=[CH:8][CH:7]=[C:6]([CH2:10][NH:11][C:12](=O)[C:13]2[CH:18]=[CH:17][CH:16]=[C:15]([C:19]([F:22])([F:21])[F:20])[CH:14]=2)[CH:5]=1.COC1C=CC(P2(SP(C3C=CC(OC)=CC=3)(=S)S2)=[S:34])=CC=1, predict the reaction product. The product is: [CH3:1][O:2][C:3](=[O:24])[C:4]1[CH:9]=[CH:8][CH:7]=[C:6]([CH2:10][NH:11][C:12](=[S:34])[C:13]2[CH:18]=[CH:17][CH:16]=[C:15]([C:19]([F:22])([F:21])[F:20])[CH:14]=2)[CH:5]=1. (3) Given the reactants [C:1]([NH:6][CH2:7][CH2:8][CH2:9][CH2:10][CH2:11][CH2:12][CH2:13][CH2:14][CH2:15][CH2:16][C:17]([OH:19])=[O:18])(=[O:5])[C:2]([CH3:4])=[CH2:3].[C:20]([O:25][CH2:26][CH2:27][O:28][P:29](=[O:32])([OH:31])[OH:30])(=[O:24])[C:21]([CH3:23])=[CH2:22].[OH-].[Na+].N(C(C)(C)C#N)=NC(C)(C)C#N, predict the reaction product. The product is: [C:1]([NH:6][CH2:7][CH2:8][CH2:9][CH2:10][CH2:11][CH2:12][CH2:13][CH2:14][CH2:15][CH2:16][C:17]([OH:19])=[O:18])(=[O:5])[C:2]([CH3:4])=[CH2:3].[C:20]([O:25][CH2:26][CH2:27][O:28][P:29](=[O:30])([OH:31])[OH:32])(=[O:24])[C:21]([CH3:23])=[CH2:22]. (4) Given the reactants [CH2:1]([S:4]([N:7]1[CH2:12][CH2:11][C:10](=O)[CH2:9][CH2:8]1)(=[O:6])=[O:5])[CH2:2][CH3:3].C[Si]([C:18]#[N:19])(C)C.C(OCC)C.[N:25]1([C:31]([O:33][C:34]([CH3:37])([CH3:36])[CH3:35])=[O:32])[CH2:30][CH2:29][NH:28][CH2:27][CH2:26]1, predict the reaction product. The product is: [C:18]([C:10]1([N:28]2[CH2:29][CH2:30][N:25]([C:31]([O:33][C:34]([CH3:37])([CH3:36])[CH3:35])=[O:32])[CH2:26][CH2:27]2)[CH2:11][CH2:12][N:7]([S:4]([CH2:1][CH2:2][CH3:3])(=[O:6])=[O:5])[CH2:8][CH2:9]1)#[N:19].